From a dataset of Reaction yield outcomes from USPTO patents with 853,638 reactions. Predict the reaction yield, written as a fraction of the theoretical maximum amount of product (1.0 means a 100% yield; for example, 0.34 means a 34% yield). (1) The reactants are [CH3:1][C:2]1[C:16](=[O:17])[N:15]=[C:14]2[N:4]([C@@H:5]3[O:9][C@H:8]([CH2:10][OH:11])[C@@H:7]([OH:12])[C@@H:6]3[O:13]2)[CH:3]=1.[CH3:18][O:19][CH2:20][CH2:21][O:22]B([O:22][CH2:21][CH2:20][O:19][CH3:18])[O:22][CH2:21][CH2:20][O:19][CH3:18]. The catalyst is COCCO. The product is [CH3:18][O:19][CH2:20][CH2:21][O:22][C@@H:6]1[C@H:7]([OH:12])[C@@H:8]([CH2:10][OH:11])[O:9][C@H:5]1[N:4]1[CH:3]=[C:2]([CH3:1])[C:16](=[O:17])[NH:15][C:14]1=[O:13]. The yield is 0.630. (2) The reactants are [Cl:1][C:2]1[CH:7]=[CH:6][C:5]([C:8](=[O:10])[CH3:9])=[CH:4][CH:3]=1.C[Si](C)(C)[N-][Si](C)(C)C.[Na+].[O:21]1[CH2:26][CH2:25][CH:24]([C:27](Cl)=[O:28])[CH2:23][CH2:22]1. The catalyst is C1COCC1. The product is [Cl:1][C:2]1[CH:7]=[CH:6][C:5]([C:8](=[O:10])[CH2:9][C:27]([CH:24]2[CH2:25][CH2:26][O:21][CH2:22][CH2:23]2)=[O:28])=[CH:4][CH:3]=1. The yield is 0.580. (3) The reactants are [C:1]([O:5][C:6]([NH:8][CH2:9][C:10]1[C:11]([CH2:35][CH:36]([CH3:38])[CH3:37])=[N:12][C:13]([CH3:34])=[C:14]([C:26]=1[C:27]1[CH:32]=[CH:31][C:30]([CH3:33])=[CH:29][CH:28]=1)[C:15]([O:17][CH2:18][C:19]1[CH:24]=[CH:23][C:22](Br)=[CH:21][CH:20]=1)=[O:16])=[O:7])([CH3:4])([CH3:3])[CH3:2].[CH3:39][O:40][C:41]([C:43]1[CH:48]=[CH:47][C:46](B(O)O)=[CH:45][CH:44]=1)=[O:42].C(=O)([O-])[O-].[K+].[K+]. The catalyst is O1CCOCC1.O.C(OCC)(=O)C.C1C=CC([P]([Pd]([P](C2C=CC=CC=2)(C2C=CC=CC=2)C2C=CC=CC=2)([P](C2C=CC=CC=2)(C2C=CC=CC=2)C2C=CC=CC=2)[P](C2C=CC=CC=2)(C2C=CC=CC=2)C2C=CC=CC=2)(C2C=CC=CC=2)C2C=CC=CC=2)=CC=1. The product is [C:1]([O:5][C:6]([NH:8][CH2:9][C:10]1[C:11]([CH2:35][CH:36]([CH3:38])[CH3:37])=[N:12][C:13]([CH3:34])=[C:14]([C:26]=1[C:27]1[CH:32]=[CH:31][C:30]([CH3:33])=[CH:29][CH:28]=1)[C:15]([O:17][CH2:18][C:19]1[CH:24]=[CH:23][C:22]([C:46]2[CH:47]=[CH:48][C:43]([C:41]([O:40][CH3:39])=[O:42])=[CH:44][CH:45]=2)=[CH:21][CH:20]=1)=[O:16])=[O:7])([CH3:4])([CH3:3])[CH3:2]. The yield is 0.480. (4) The reactants are [O:1]1[CH2:6][CH2:5][CH2:4][CH2:3][CH:2]1[O:7][CH2:8][CH2:9][C:10]1([OH:13])[CH2:12][CH2:11]1.[C:14](O)(=[O:21])[C:15]1[CH:20]=[CH:19][CH:18]=[CH:17][CH:16]=1.CCN=C=NCCCN(C)C. The catalyst is C(Cl)Cl.CN(C1C=CN=CC=1)C. The product is [C:14]([O:13][C:10]1([CH2:9][CH2:8][O:7][CH:2]2[CH2:3][CH2:4][CH2:5][CH2:6][O:1]2)[CH2:11][CH2:12]1)(=[O:21])[C:15]1[CH:20]=[CH:19][CH:18]=[CH:17][CH:16]=1. The yield is 0.600.